Dataset: Reaction yield outcomes from USPTO patents with 853,638 reactions. Task: Predict the reaction yield, written as a fraction of the theoretical maximum amount of product (1.0 means a 100% yield; for example, 0.34 means a 34% yield). (1) The reactants are [H-].[Al+3].[Li+].[H-].[H-].[H-].[CH2:7]=[N:8][N:9]1[CH2:17][C@H:16]2[C@H:11]([CH2:12][CH2:13][CH2:14][CH2:15]2)[CH2:10]1.[OH-].[Na+].S([O-])([O-])(=O)=O.[Na+].[Na+]. The catalyst is O.C(OCC)C. The product is [CH3:7][NH:8][N:9]1[CH2:17][C@H:16]2[C@H:11]([CH2:12][CH2:13][CH2:14][CH2:15]2)[CH2:10]1. The yield is 0.850. (2) The reactants are [H-].[Na+].[Cl:3][C:4]1[CH:5]=[C:6]([CH2:11][C:12]#[N:13])[CH:7]=[CH:8][C:9]=1[Cl:10].Cl[CH2:15][CH2:16][O:17][CH2:18][CH2:19]Cl.O. The catalyst is CS(C)=O. The product is [Cl:3][C:4]1[CH:5]=[C:6]([C:11]2([C:12]#[N:13])[CH2:19][CH2:18][O:17][CH2:16][CH2:15]2)[CH:7]=[CH:8][C:9]=1[Cl:10]. The yield is 0.350. (3) The reactants are CC1C=CC=C(C#CC=C2CCN(C3C=CC=CN=3)CC2)N=1.FC1C=CC=CN=1.[F:30][C:31]1[CH:32]=[C:33]([C:38]#[C:39][CH:40]=[C:41]2[CH2:46][CH2:45][NH:44][CH2:43][CH2:42]2)[CH:34]=[C:35]([F:37])[CH:36]=1.Cl[C:48]1[N:55]=[C:54]([CH3:56])[CH:53]=[CH:52][C:49]=1[C:50]#[N:51].C(=O)([O-])[O-].[K+].[K+]. No catalyst specified. The product is [F:30][C:31]1[CH:32]=[C:33]([C:38]#[C:39][CH:40]=[C:41]2[CH2:42][CH2:43][N:44]([C:48]3[N:55]=[C:54]([CH3:56])[CH:53]=[CH:52][C:49]=3[C:50]#[N:51])[CH2:45][CH2:46]2)[CH:34]=[C:35]([F:37])[CH:36]=1. The yield is 0.610. (4) The reactants are [F:1][C:2]1[CH:3]=[CH:4][C:5]([C:8](=O)[CH3:9])=[N:6][CH:7]=1.[Li+].C[Si]([N-][Si](C)(C)C)(C)C.[O:21]1[CH:25]=[CH:24][C:23]([C:26](Cl)=O)=[N:22]1.Cl.Cl.[F:31][C:32]1[CH:40]=[CH:39][CH:38]=[CH:37][C:33]=1[CH2:34][NH:35][NH2:36]. The catalyst is C1(C)C=CC=CC=1.C(O)C. The product is [F:31][C:32]1[CH:40]=[CH:39][CH:38]=[CH:37][C:33]=1[CH2:34][N:35]1[C:26]([C:23]2[CH:24]=[CH:25][O:21][N:22]=2)=[CH:9][C:8]([C:5]2[CH:4]=[CH:3][C:2]([F:1])=[CH:7][N:6]=2)=[N:36]1.[F:31][C:32]1[CH:40]=[CH:39][CH:38]=[CH:37][C:33]=1[CH2:34][N:35]1[C:8]([C:5]2[CH:4]=[CH:3][C:2]([F:1])=[CH:7][N:6]=2)=[CH:9][C:26]([C:23]2[CH:24]=[CH:25][O:21][N:22]=2)=[N:36]1. The yield is 0.130. (5) The reactants are [CH2:1]([O:8][C:9]1[CH:10]=[CH:11][C:12]([CH2:15][C:16]([NH:18][OH:19])=N)=[N:13][CH:14]=1)[C:2]1[CH:7]=[CH:6][CH:5]=[CH:4][CH:3]=1.Cl.N([O-])=O.[Na+].C(=O)([O-])O.[Na+].[C:30]([C:32]1[C:33]([NH2:39])=[N:34][C:35]([NH2:38])=[CH:36][CH:37]=1)#[CH:31].C(N(CC)CC)C. The catalyst is O.O1CCCC1. The product is [CH2:1]([O:8][C:9]1[CH:10]=[CH:11][C:12]([CH2:15][C:16]2[CH:31]=[C:30]([C:32]3[C:33]([NH2:39])=[N:34][C:35]([NH2:38])=[CH:36][CH:37]=3)[O:19][N:18]=2)=[N:13][CH:14]=1)[C:2]1[CH:7]=[CH:6][CH:5]=[CH:4][CH:3]=1. The yield is 0.0400. (6) The reactants are [CH:1]1([S:4]([C:7]2[CH:12]=[CH:11][C:10]([C@@H:13]([CH2:23][C@H:24]3[CH2:28][CH2:27][NH:26][CH2:25]3)[C:14]([NH:16][C:17]3[S:18][C:19]([F:22])=[CH:20][N:21]=3)=[O:15])=[CH:9][CH:8]=2)(=[O:6])=[O:5])[CH2:3][CH2:2]1.C(N(CC)CC)C.[C:36](Cl)(=[O:38])[CH3:37]. The catalyst is ClCCl. The product is [C:36]([N:26]1[CH2:27][CH2:28][C@H:24]([CH2:23][C@H:13]([C:10]2[CH:9]=[CH:8][C:7]([S:4]([CH:1]3[CH2:3][CH2:2]3)(=[O:5])=[O:6])=[CH:12][CH:11]=2)[C:14]([NH:16][C:17]2[S:18][C:19]([F:22])=[CH:20][N:21]=2)=[O:15])[CH2:25]1)(=[O:38])[CH3:37]. The yield is 0.760.